Task: Predict which catalyst facilitates the given reaction.. Dataset: Catalyst prediction with 721,799 reactions and 888 catalyst types from USPTO (1) Reactant: [CH3:1][C:2]1[CH:3]=[C:4]([C:12]2[CH:17]=[C:16]([C:18]([F:21])([F:20])[F:19])[N:15]=[C:14]([N:22]3[CH:26]=[C:25]([Sn](CCCC)(CCCC)CCCC)[N:24]=[CH:23]3)[N:13]=2)[CH:5]=[CH:6][C:7]=1[C:8]([F:11])([F:10])[F:9].[CH3:40][C:41]([NH:44][S:45]([C:48]1[S:52][C:51](Br)=[CH:50][CH:49]=1)(=[O:47])=[O:46])([CH3:43])[CH3:42].CCCCCCC. Product: [C:41]([NH:44][S:45]([C:48]1[S:52][C:51]([C:25]2[N:24]=[CH:23][N:22]([C:14]3[N:13]=[C:12]([C:4]4[CH:5]=[CH:6][C:7]([C:8]([F:11])([F:9])[F:10])=[C:2]([CH3:1])[CH:3]=4)[CH:17]=[C:16]([C:18]([F:21])([F:20])[F:19])[N:15]=3)[CH:26]=2)=[CH:50][CH:49]=1)(=[O:46])=[O:47])([CH3:43])([CH3:40])[CH3:42]. The catalyst class is: 109. (2) Reactant: [F:1][C:2]1[CH:3]=[C:4]([OH:11])[CH:5]=[CH:6][C:7]=1[N+:8]([O-:10])=[O:9].I[CH2:13][CH3:14].C(=O)([O-])[O-].[K+].[K+]. Product: [F:1][C:2]1[CH:3]=[C:4]([O:11][CH2:13][CH3:14])[CH:5]=[CH:6][C:7]=1[N+:8]([O-:10])=[O:9]. The catalyst class is: 131. (3) Reactant: [NH:1]1[C:9]2[C:4](=[CH:5][C:6]([NH:10][C:11]3[CH:19]=[CH:18][C:17]([CH:20]4[CH2:22][CH2:21]4)=[CH:16][C:12]=3[C:13]([OH:15])=[O:14])=[CH:7][CH:8]=2)[CH:3]=[CH:2]1.C(=O)(O)[O-].[Na+].[CH2:28](Br)[CH:29]=[CH2:30].C(OCC)(=O)C. Product: [NH:1]1[C:9]2[C:4](=[CH:5][C:6]([NH:10][C:11]3[CH:19]=[CH:18][C:17]([CH:20]4[CH2:21][CH2:22]4)=[CH:16][C:12]=3[C:13]([O:15][CH2:30][CH:29]=[CH2:28])=[O:14])=[CH:7][CH:8]=2)[CH:3]=[CH:2]1. The catalyst class is: 9. (4) Product: [CH3:1][N:2]1[CH2:3][CH:4]=[C:5]([C:8]2[C:16]3[C:11](=[CH:12][CH:13]=[C:14]([NH:17][C:18]([S:19][CH2:22][CH3:23])=[NH:20])[CH:15]=3)[NH:10][CH:9]=2)[CH2:6][CH2:7]1. Reactant: [CH3:1][N:2]1[CH2:7][CH:6]=[C:5]([C:8]2[C:16]3[C:11](=[CH:12][CH:13]=[C:14]([NH:17][C:18]([NH2:20])=[S:19])[CH:15]=3)[NH:10][CH:9]=2)[CH2:4][CH2:3]1.I[CH2:22][CH3:23]. The catalyst class is: 21. (5) Reactant: [OH:1][C@H:2]([CH3:39])[CH2:3][N:4]1[C:8]([CH3:9])=[C:7]([C:10]([NH:12][C:13]2[CH:18]=[CH:17][C:16]([O:19][C:20]3[C:29]4[C:24](=[CH:25][C:26]([O:30][CH3:31])=[CH:27][CH:28]=4)[N:23]=[CH:22][CH:21]=3)=[CH:15][N:14]=2)=[O:11])[C:6](=[O:32])[N:5]1[C:33]1[CH:38]=[CH:37][CH:36]=[CH:35][CH:34]=1.[C:40]([N:50]([CH2:52][C:53](O)=[O:54])[CH3:51])([O:42][CH2:43][C:44]1[CH:49]=[CH:48][CH:47]=[CH:46][CH:45]=1)=[O:41].C(Cl)CCl. Product: [CH2:43]([O:42][C:40]([N:50]([CH3:51])[CH2:52][C:53]([O:1][C@H:2]([CH3:39])[CH2:3][N:4]1[C:8]([CH3:9])=[C:7]([C:10](=[O:11])[NH:12][C:13]2[CH:18]=[CH:17][C:16]([O:19][C:20]3[C:29]4[C:24](=[CH:25][C:26]([O:30][CH3:31])=[CH:27][CH:28]=4)[N:23]=[CH:22][CH:21]=3)=[CH:15][N:14]=2)[C:6](=[O:32])[N:5]1[C:33]1[CH:34]=[CH:35][CH:36]=[CH:37][CH:38]=1)=[O:54])=[O:41])[C:44]1[CH:49]=[CH:48][CH:47]=[CH:46][CH:45]=1. The catalyst class is: 79.